From a dataset of Choline transporter screen with 302,306 compounds. Binary Classification. Given a drug SMILES string, predict its activity (active/inactive) in a high-throughput screening assay against a specified biological target. (1) The result is 1 (active). The drug is Clc1c(nc(S(=O)(=O)Cc2c(F)cccc2)nc1)C(=O)Nc1sc(SC)nn1. (2) The drug is S\1C(=S)N(CC2OCCC2)C(=O)C1=C/c1oc(cc1)C. The result is 0 (inactive).